From a dataset of NCI-60 drug combinations with 297,098 pairs across 59 cell lines. Regression. Given two drug SMILES strings and cell line genomic features, predict the synergy score measuring deviation from expected non-interaction effect. Drug 1: C1CC(=O)NC(=O)C1N2CC3=C(C2=O)C=CC=C3N. Drug 2: N.N.Cl[Pt+2]Cl. Cell line: PC-3. Synergy scores: CSS=3.35, Synergy_ZIP=-3.40, Synergy_Bliss=-2.48, Synergy_Loewe=-0.770, Synergy_HSA=-0.770.